From a dataset of Full USPTO retrosynthesis dataset with 1.9M reactions from patents (1976-2016). Predict the reactants needed to synthesize the given product. (1) Given the product [C:1]([NH:4][C:5]1[CH:6]=[C:7]([CH:11]=[C:12]([N:14]2[CH2:18][CH2:17][CH2:16][C:15]2=[O:19])[CH:13]=1)[C:8]([NH:40][C@@H:32]([CH2:33][C:34]1[CH:39]=[CH:38][CH:37]=[CH:36][CH:35]=1)[C@@H:31]([OH:41])[CH2:30][C@H:29]([C:28](=[O:43])[NH:27][CH:21]1[CH2:22][CH:23]2[CH2:26][CH:20]1[CH2:25][CH2:24]2)[CH3:42])=[O:10])(=[O:3])[CH3:2], predict the reactants needed to synthesize it. The reactants are: [C:1]([NH:4][C:5]1[CH:6]=[C:7]([CH:11]=[C:12]([N:14]2[CH2:18][CH2:17][CH2:16][C:15]2=[O:19])[CH:13]=1)[C:8]([OH:10])=O)(=[O:3])[CH3:2].[CH:20]12[CH2:26][CH:23]([CH2:24][CH2:25]1)[CH2:22][CH:21]2[NH:27][C:28](=[O:43])[C@H:29]([CH3:42])[CH2:30][C@H:31]([OH:41])[C@@H:32]([NH2:40])[CH2:33][C:34]1[CH:39]=[CH:38][CH:37]=[CH:36][CH:35]=1. (2) Given the product [CH2:16]([O:18][C:19](=[O:56])[CH2:20][O:21][C:22]1[CH:27]=[CH:26][C:25]([S:28][C:29]2[CH:34]=[C:33]([C:9]#[C:8][CH2:7][N:10]3[CH2:15][CH2:14][O:13][CH2:12][CH2:11]3)[CH:32]=[C:31]([O:45][CH2:46][CH:47]([CH2:1][CH3:2])[CH2:48][CH3:53])[CH:30]=2)=[CH:24][C:23]=1[CH3:55])[CH3:17], predict the reactants needed to synthesize it. The reactants are: [CH2:1](OC(=O)C)[CH3:2].[CH2:7]([N:10]1[CH2:15][CH2:14][O:13][CH2:12][CH2:11]1)[C:8]#[CH:9].[CH2:16]([O:18][C:19](=[O:56])[CH2:20][O:21][C:22]1[CH:27]=[CH:26][C:25]([S:28][C:29]2[CH:34]=[C:33](C#CC3C=CC(CO)=CC=3)[CH:32]=[C:31]([O:45][CH2:46][CH2:47][C:48]3[CH:53]=CC(Cl)=CC=3)[CH:30]=2)=[CH:24][C:23]=1[CH3:55])[CH3:17]. (3) Given the product [NH2:9][C:10]1[N:15]=[C:14]([O:4][CH2:3][C:2]([F:6])([F:5])[F:1])[CH:13]=[C:12]([C:17]([F:20])([F:18])[F:19])[N:11]=1, predict the reactants needed to synthesize it. The reactants are: [F:1][C:2]([F:6])([F:5])[CH2:3][OH:4].[H-].[Na+].[NH2:9][C:10]1[N:15]=[C:14](Cl)[CH:13]=[C:12]([C:17]([F:20])([F:19])[F:18])[N:11]=1. (4) The reactants are: [Si]([O:8][C@H:9]1[C@H:13]2[O:14][CH2:15][C@@H:16]([O:17][C:18]3[N:19](COCC[Si](C)(C)C)[C:20]4[C:21]([N:41]=3)=[N:22][C:23]([C:27]3[CH:32]=[CH:31][C:30]([C:33]5[CH2:34][CH2:35][S:36](=[O:40])(=[O:39])[CH2:37][CH:38]=5)=[CH:29][CH:28]=3)=[C:24]([Cl:26])[CH:25]=4)[C@H:12]2[O:11][CH2:10]1)(C(C)(C)C)(C)C.B#B.[OH-].[Na+].OO.S([O-])([O-:58])=S.[Na+].[Na+]. Given the product [Cl:26][C:24]1[CH:25]=[C:20]2[NH:19][C:18]([O:17][C@@H:16]3[CH2:15][O:14][C@@H:13]4[C@H:9]([OH:8])[CH2:10][O:11][C@H:12]34)=[N:41][C:21]2=[N:22][C:23]=1[C:27]1[CH:28]=[CH:29][C:30]([CH:33]2[CH2:38][CH2:37][S:36](=[O:39])(=[O:40])[CH2:35][CH:34]2[OH:58])=[CH:31][CH:32]=1, predict the reactants needed to synthesize it. (5) Given the product [OH:4][Si:3]1([OH:7])[O:6][Si:37]([OH:40])([OH:39])[O:38][Si:42]([OH:43])([OH:41])[O:5]1.[Na+:2].[Na+:2].[Zr:16], predict the reactants needed to synthesize it. The reactants are: [OH-].[Na+:2].[Si:3]([O-:7])([O-:6])([O-:5])[O-:4].[Na+].[Na+].[Na+].[Na+].C([O-])(=O)C.[Zr+4:16].C([O-])(=O)C.C([O-])(=O)C.C([O-])(=O)C.O.O.O.O.O.[OH-].[OH-].O[Si:37]([OH:40])([OH:39])[OH:38].[OH:41][Si:42](O)(O)[OH:43].O[Si](O)(O)O.[Na+].[Na+].[Zr]. (6) The reactants are: C(C1CNCCN1)(CC)C.[CH:11]1([CH2:17][CH:18]2[NH:23][C:22](=O)[CH2:21][NH:20][C:19]2=O)[CH2:16][CH2:15][CH2:14][CH2:13][CH2:12]1. Given the product [CH:11]1([CH2:17][CH:18]2[CH2:19][NH:20][CH2:21][CH2:22][NH:23]2)[CH2:12][CH2:13][CH2:14][CH2:15][CH2:16]1, predict the reactants needed to synthesize it. (7) Given the product [Br:18][C:11]1[CH:12]=[CH:13][C:14]([O:16][CH3:17])=[C:15]2[C:10]=1[NH:9][C:7](=[O:8])[CH:6]=[C:5]2[CH2:19][C:20]([OH:22])=[O:24], predict the reactants needed to synthesize it. The reactants are: C(O[C:5](=[CH:19][C:20](=[O:22])C)[CH2:6][C:7]([NH:9][C:10]1[CH:15]=[C:14]([O:16][CH3:17])[CH:13]=[CH:12][C:11]=1[Br:18])=[O:8])(=O)C.S(=O)(=O)(O)[OH:24]. (8) Given the product [Br:13][C:9]([CH3:10])([CH3:11])[C:8]([C:5]1[CH:4]=[CH:3][C:2]([Br:1])=[CH:7][CH:6]=1)=[O:12], predict the reactants needed to synthesize it. The reactants are: [Br:1][C:2]1[CH:7]=[CH:6][C:5]([C:8](=[O:12])[CH:9]([CH3:11])[CH3:10])=[CH:4][CH:3]=1.[Br:13]Br.ClS(O)(=O)=O. (9) Given the product [C:16]([C:15]1[CH:18]=[CH:19][C:12]([C:9]2[O:8][C:7]([C:5]3[O:6][C:2]([C:20]#[N:21])=[CH:3][CH:4]=3)=[CH:11][CH:10]=2)=[CH:13][CH:14]=1)#[N:17], predict the reactants needed to synthesize it. The reactants are: Br[C:2]1[O:6][C:5]([C:7]2[O:8][C:9]([C:12]3[CH:19]=[CH:18][C:15]([C:16]#[N:17])=[CH:14][CH:13]=3)=[CH:10][CH:11]=2)=[CH:4][CH:3]=1.[CH3:20][N:21](C=O)C.